This data is from Peptide-MHC class I binding affinity with 185,985 pairs from IEDB/IMGT. The task is: Regression. Given a peptide amino acid sequence and an MHC pseudo amino acid sequence, predict their binding affinity value. This is MHC class I binding data. (1) The peptide sequence is RIKQIINMW. The MHC is HLA-B15:01 with pseudo-sequence HLA-B15:01. The binding affinity (normalized) is 0.0847. (2) The MHC is HLA-A02:02 with pseudo-sequence HLA-A02:02. The binding affinity (normalized) is 0.598. The peptide sequence is RMYNPTNIL. (3) The peptide sequence is VLTLLLLLV. The MHC is HLA-B07:02 with pseudo-sequence HLA-B07:02. The binding affinity (normalized) is 0.0870. (4) The peptide sequence is IIYYQLAGY. The MHC is HLA-A31:01 with pseudo-sequence HLA-A31:01. The binding affinity (normalized) is 0.112. (5) The peptide sequence is HLPELIWRS. The MHC is HLA-A02:03 with pseudo-sequence HLA-A02:03. The binding affinity (normalized) is 0.366. (6) The peptide sequence is KRWAFRTGV. The MHC is HLA-B08:01 with pseudo-sequence HLA-B08:01. The binding affinity (normalized) is 0.0847.